Dataset: Catalyst prediction with 721,799 reactions and 888 catalyst types from USPTO. Task: Predict which catalyst facilitates the given reaction. (1) Reactant: [CH3:1][O:2][C:3]1[CH:4]=[C:5]([NH:9][C:10](=[NH:20])[CH2:11][C:12](=[O:19])[C:13]2[CH:18]=[CH:17][CH:16]=[CH:15][CH:14]=2)[CH:6]=[CH:7][CH:8]=1.[C:21](OC)(=[O:24])[C:22]#[CH:23]. Product: [NH2:20][C:10]1[N:9]([C:5]2[CH:6]=[CH:7][CH:8]=[C:3]([O:2][CH3:1])[CH:4]=2)[C:21](=[O:24])[CH:22]=[CH:23][C:11]=1[C:12](=[O:19])[C:13]1[CH:14]=[CH:15][CH:16]=[CH:17][CH:18]=1. The catalyst class is: 5. (2) Product: [O:16]([CH2:23][C:24]([N:13]1[CH2:14][CH2:15][C:10]2[NH:9][N:8]=[C:7]([C:1]3[CH:2]=[CH:3][CH:4]=[CH:5][CH:6]=3)[C:11]=2[CH2:12]1)=[O:25])[C:17]1[CH:22]=[CH:21][CH:20]=[CH:19][CH:18]=1. The catalyst class is: 34. Reactant: [C:1]1([C:7]2[C:11]3[CH2:12][NH:13][CH2:14][CH2:15][C:10]=3[NH:9][N:8]=2)[CH:6]=[CH:5][CH:4]=[CH:3][CH:2]=1.[O:16]([CH2:23][C:24](O)=[O:25])[C:17]1[CH:22]=[CH:21][CH:20]=[CH:19][CH:18]=1.CN(C(ON1N=NC2C=CC=NC1=2)=[N+](C)C)C.F[P-](F)(F)(F)(F)F.CCN(C(C)C)C(C)C. (3) Reactant: Cl[C:2]1[N:7]=[C:6]([NH:8][C@@H:9]([C:11]2[CH:16]=[C:15]([Cl:17])[CH:14]=[CH:13][C:12]=2[Cl:18])[CH3:10])[C:5]([N+:19]([O-:21])=[O:20])=[CH:4][N:3]=1.C(N(C(C)C)CC)(C)C.[NH2:31][CH2:32][C@@H:33]1[CH2:37][CH2:36][N:35]([C:38]([O:40][C:41]([CH3:44])([CH3:43])[CH3:42])=[O:39])[CH2:34]1. Product: [Cl:18][C:12]1[CH:13]=[CH:14][C:15]([Cl:17])=[CH:16][C:11]=1[C@H:9]([NH:8][C:6]1[C:5]([N+:19]([O-:21])=[O:20])=[CH:4][N:3]=[C:2]([NH:31][CH2:32][C@@H:33]2[CH2:37][CH2:36][N:35]([C:38]([O:40][C:41]([CH3:44])([CH3:43])[CH3:42])=[O:39])[CH2:34]2)[N:7]=1)[CH3:10]. The catalyst class is: 550. (4) Product: [CH3:1][S:2]([O:21][CH2:20][CH2:19][O:18][C:17]1[CH:22]=[CH:23][C:14]([B:9]2[O:8][C:7]([CH3:24])([CH3:6])[C:11]([CH3:12])([CH3:13])[O:10]2)=[CH:15][CH:16]=1)(=[O:4])=[O:3]. The catalyst class is: 2. Reactant: [CH3:1][S:2](Cl)(=[O:4])=[O:3].[CH3:6][C:7]1([CH3:24])[C:11]([CH3:13])([CH3:12])[O:10][B:9]([C:14]2[CH:23]=[CH:22][C:17]([O:18][CH2:19][CH2:20][OH:21])=[CH:16][CH:15]=2)[O:8]1.C(N(CC)CC)C.Cl.